Dataset: Catalyst prediction with 721,799 reactions and 888 catalyst types from USPTO. Task: Predict which catalyst facilitates the given reaction. (1) Reactant: C(OC([N:8]([O:24]C(OC(C)(C)C)=O)[C:9]1([CH3:23])[C:13](=[O:14])[N:12]([CH3:15])[N:11]=[C:10]1[C:16]1[CH:21]=[CH:20][CH:19]=[CH:18][C:17]=1[CH3:22])=O)(C)(C)C. Product: [OH:24][NH:8][C:9]1([CH3:23])[C:13](=[O:14])[N:12]([CH3:15])[N:11]=[C:10]1[C:16]1[CH:21]=[CH:20][CH:19]=[CH:18][C:17]=1[CH3:22]. The catalyst class is: 2. (2) Reactant: [NH:1]1[CH2:4][CH2:3][CH:2]1[C:5]([OH:7])=[O:6].[CH3:8][C:9]([O:12][C:13](O[C:13]([O:12][C:9]([CH3:11])([CH3:10])[CH3:8])=[O:14])=[O:14])([CH3:11])[CH3:10].[OH-].[Na+].Cl. Product: [C:9]([O:12][C:13]([N:1]1[CH2:4][CH2:3][CH:2]1[C:5]([OH:7])=[O:6])=[O:14])([CH3:11])([CH3:10])[CH3:8]. The catalyst class is: 6. (3) The catalyst class is: 161. Product: [C:1]([O:5][C:6]([N:8]1[CH2:12][C@@H:11]([C:13]2[CH:18]=[CH:17][CH:16]=[CH:15][C:14]=2[F:19])[C@H:10]([NH:20][C:35]([O:37][CH2:38][CH:39]2[C:40]3[CH:41]=[CH:42][CH:43]=[CH:44][C:45]=3[C:46]3[C:51]2=[CH:50][CH:49]=[CH:48][CH:47]=3)=[O:36])[CH2:9]1)=[O:7])([CH3:4])([CH3:2])[CH3:3]. Reactant: [C:1]([O:5][C:6]([N:8]1[CH2:12][C@@H:11]([C:13]2[CH:18]=[CH:17][CH:16]=[CH:15][C:14]=2[F:19])[C@H:10]([NH2:20])[CH2:9]1)=[O:7])([CH3:4])([CH3:3])[CH3:2].C(N(CC)CC)C.O1CCOCC1.Cl[C:35]([O:37][CH2:38][CH:39]1[C:51]2[CH:50]=[CH:49][CH:48]=[CH:47][C:46]=2[C:45]2[C:40]1=[CH:41][CH:42]=[CH:43][CH:44]=2)=[O:36]. (4) Reactant: [NH2:1][C:2]1[N:7]=[C:6]([C:8]2[CH:16]=[CH:15][C:11]3[O:12][CH2:13][O:14][C:10]=3[CH:9]=2)[C:5]([C:17]#[N:18])=[C:4](S(C)(=O)=O)[N:3]=1.[CH2:23]([OH:30])[C:24]1[CH:29]=[CH:28][CH:27]=[CH:26][CH:25]=1.C1CCN2C(=NCCC2)CC1. Product: [NH2:1][C:2]1[N:7]=[C:6]([C:8]2[CH:16]=[CH:15][C:11]3[O:12][CH2:13][O:14][C:10]=3[CH:9]=2)[C:5]([C:17]#[N:18])=[C:4]([O:30][CH2:23][C:24]2[CH:29]=[CH:28][CH:27]=[CH:26][CH:25]=2)[N:3]=1. The catalyst class is: 57.